From a dataset of Experimentally validated miRNA-target interactions with 360,000+ pairs, plus equal number of negative samples. Binary Classification. Given a miRNA mature sequence and a target amino acid sequence, predict their likelihood of interaction. (1) The miRNA is hsa-miR-8485 with sequence CACACACACACACACACGUAU. The protein sequence of the target gene is MSRSSKVVLGLSVLLTAATVAGVHVKQQWDQQRLRDGVIRDIERQIRKKENIRLLGEQIILTEQLEAEREKMLLAKGSQKS. Result: 1 (interaction). (2) The miRNA is mmu-miR-880-3p with sequence UACUCCAUCCUCUCUGAGUAGA. The protein sequence of the target gene is MTTLPPLPMTRPKLTALARQKLPCSSRKIPRSQLIKEKDDIDHYLEVNFKGLSKEEVAAYRNSYKKNICVDMLRDGYHKSFTELFALMERWDALREAARVRSLFWLQKPLEEQPDKLDYLYHYLTRAEDAERKESFEDVHNNLYALACYFNNSEDKWVRNHFYERCFKIAQLIKIDCGKKEAEAHMHMGLLYEEDGQLLEAAEHYEAFHQLTQGRIWKDETGRSLNLLACESLLRTYRLLSDKMLENKEYKQAIKILIKASEIAKEGSDKKMEAEASYYLGLAHLAAEEYETALTVLDTY.... Result: 0 (no interaction). (3) The miRNA is hsa-miR-484 with sequence UCAGGCUCAGUCCCCUCCCGAU. The protein sequence of the target gene is MIASHLLAYFFTELNHDQVQKVDQYLYHMRLSDETLLEISKRFRKEMEKGLGATTHPTAAVKMLPTFVRSTPDGTEHGEFLALDLGGTNFRVLWVKVTDNGLQKVEMENQIYAIPEDIMRGSGTQLFDHIAECLANFMDKLQIKDKKLPLGFTFSFPCHQTKLDESFLVSWTKGFKSSGVEGRDVVALIRKAIQRRGDFDIDIVAVVNDTVGTMMTCGYDDHNCEIGLIVGTGSNACYMEEMRHIDMVEGDEGRMCINMEWGAFGDDGSLNDIRTEFDQEIDMGSLNPGKQLFEKMISGM.... Result: 1 (interaction). (4) The miRNA is mmu-miR-142a-5p with sequence CAUAAAGUAGAAAGCACUACU. The protein sequence of the target gene is MAERGLEPSPAAVAALPPEVRAQLAELELELSEGDITQKGYEKKRSKLLSPYSPQTQETDSIGQKERNQTPAPTAAQTSAPSKYHRSRSGGARDERYRSDIHTEAVQAALAKHKEQKMALPMPTKRRSTFVQSPADACTPPDTSSASEDEGSLRRQAALSAALQQSLQNAESWINRSIQGSSTSSSASSTLSHGEVKGTSGSLADVFANTRIENVSAPPDVTATTSSSSSSLRPANIDLPPSGIVKGMHKGSNRSSLMDTADGVPVNSRVSTKIQQLLNTLKRPKRPPLKEFFVDDSEEI.... Result: 0 (no interaction). (5) The miRNA is hsa-miR-2116-5p with sequence GGUUCUUAGCAUAGGAGGUCU. The protein sequence of the target gene is MFAGLQDLGVANGEDLKETLTNCTEPLKAIEQFQTENGVLLPSLQSALPFLDLHGTPRLEFHQSVFDELRDKLLERVSAIASEGKAEERYKKLEDLLEKSFSLVKMPSLQPVVMCVMKHLPKVPEKKLKLVMADKELYRACAVEVKRQIWQDNQALFGDEVSPLLKQYILEKESALFSTELSVLHNFFSPSPKTRRQGEVVQKLTQMVGKNVKLYDMVLQFLRTLFLRTRNVHYCTLRAELLMSLHDLDVSDICTVDPCHKFTWCLDACIRERFVDSKRARELQGFLDGVKKGQEQVLGD.... Result: 0 (no interaction). (6) The miRNA is hsa-miR-8485 with sequence CACACACACACACACACGUAU. The protein sequence of the target gene is MSRSPLNPSQLRSVGSQDALAPLPPPAPQNPSTHSWDPLCGSLPWGLSCLLALQHVLVMASLLCVSHLLLLCSLSPGGLSYSPSQLLASSFFSCGMSTILQTWMGSRLPLVQAPSLEFLIPALVLTSQKLPRAIQTPGNSSLMLHLCRGPSCHGLGHWNTSLQEVSGAVVVSGLLQGMMGLLGSPGHVFPHCGPLVLAPSLVVAGLSAHREVAQFCFTHWGLALLVILLMVVCSQHLGSCQFHVCPWRRASTSSTHTPLPVFRLLSVLIPVACVWIVSAFVGFSVIPQELSAPTKAPWIW.... Result: 1 (interaction). (7) The miRNA is hsa-miR-133b with sequence UUUGGUCCCCUUCAACCAGCUA. The protein sequence of the target gene is MKSLLLLVLISICWADHLSDNYTLDHDRAIHIQAENGPHLLVEAEQAKVFSHRGGNVTLPCKFYRDPTAFGSGIHKIRIKWTKLTSDYLKEVDVFVSMGYHKKTYGGYQGRVFLKGGSDSDASLVITDLTLEDYGRYKCEVIEGLEDDTVVVALDLQGVVFPYFPRLGRYNLNFHEAQQACLDQDAVIASFDQLYDAWRGGLDWCNAGWLSDGSVQYPITKPREPCGGQNTVPGVRNYGFWDKDKSRYDVFCFTSNFNGRFYYLIHPTKLTYDEAVQACLNDGAQIAKVGQIFAAWKILG.... Result: 1 (interaction).